From a dataset of Reaction yield outcomes from USPTO patents with 853,638 reactions. Predict the reaction yield, written as a fraction of the theoretical maximum amount of product (1.0 means a 100% yield; for example, 0.34 means a 34% yield). The reactants are Br[CH2:2][C:3]1[C:11]2[C:10](=[O:12])[C:9]([C:13](=[O:17])[CH:14]([CH3:16])[CH3:15])=[CH:8][N:7]([CH2:18][C:19]3[C:24]([F:25])=[CH:23][CH:22]=[CH:21][C:20]=3[F:26])[C:6]=2[S:5][C:4]=1[C:27]1[CH:32]=[CH:31][C:30]([N+:33]([O-:35])=[O:34])=[CH:29][CH:28]=1.C(N(C(C)C)C(C)C)C.[CH3:45][NH:46][CH2:47][C:48]1[CH:53]=[CH:52][CH:51]=[CH:50][CH:49]=1.C(=O)([O-])[O-].[K+].[K+]. The catalyst is O.C(OC(C)C)(C)C.CN(C)C=O. The product is [CH2:47]([N:46]([CH2:2][C:3]1[C:11]2[C:10](=[O:12])[C:9]([C:13](=[O:17])[CH:14]([CH3:16])[CH3:15])=[CH:8][N:7]([CH2:18][C:19]3[C:24]([F:25])=[CH:23][CH:22]=[CH:21][C:20]=3[F:26])[C:6]=2[S:5][C:4]=1[C:27]1[CH:32]=[CH:31][C:30]([N+:33]([O-:35])=[O:34])=[CH:29][CH:28]=1)[CH3:45])[C:48]1[CH:53]=[CH:52][CH:51]=[CH:50][CH:49]=1. The yield is 0.979.